From a dataset of Forward reaction prediction with 1.9M reactions from USPTO patents (1976-2016). Predict the product of the given reaction. (1) Given the reactants [Cl:1][C:2]1[N:7]=[C:6]2[CH:8]=[CH:9][CH:10]=[N:11][C:5]2=[N:4][C:3]=1Cl.[C:13]1(B(O)O)[CH:18]=[CH:17][CH:16]=[CH:15][CH:14]=1.C(=O)([O-])[O-].[K+].[K+], predict the reaction product. The product is: [Cl:1][C:2]1[N:7]=[C:6]2[CH:8]=[CH:9][CH:10]=[N:11][C:5]2=[N:4][C:3]=1[C:13]1[CH:18]=[CH:17][CH:16]=[CH:15][CH:14]=1. (2) Given the reactants [Cl:1][C:2]1[C:7]([CH3:8])=[CH:6][CH:5]=[CH:4][N:3]=1.OO.NC(N)=[O:13].FC(F)(F)C(O)=O.S(S([O-])=O)([O-])=O.[Na+].[Na+].Cl, predict the reaction product. The product is: [Cl:1][C:2]1[C:7]([CH3:8])=[CH:6][CH:5]=[CH:4][N+:3]=1[O-:13]. (3) Given the reactants [CH2:1]([O:8][C:9](=[O:34])[NH:10][CH2:11][CH:12]1[CH2:17][CH2:16][CH:15]([C:18](=[O:33])[NH:19][CH2:20][C:21](=[O:32])[C:22]2[CH:27]=[CH:26][CH:25]=[C:24]([C:28]([F:31])([F:30])[F:29])[CH:23]=2)[CH2:14][CH2:13]1)[C:2]1[CH:7]=[CH:6][CH:5]=[CH:4][CH:3]=1.[H-].[Na+].[CH3:37]I, predict the reaction product. The product is: [CH2:1]([O:8][C:9](=[O:34])[NH:10][CH2:11][CH:12]1[CH2:17][CH2:16][CH:15]([C:18](=[O:33])[NH:19][CH:20]([CH3:37])[C:21](=[O:32])[C:22]2[CH:27]=[CH:26][CH:25]=[C:24]([C:28]([F:29])([F:30])[F:31])[CH:23]=2)[CH2:14][CH2:13]1)[C:2]1[CH:3]=[CH:4][CH:5]=[CH:6][CH:7]=1. (4) Given the reactants P(Cl)(Cl)(Cl)(Cl)[Cl:2].[Na+].[F:8][C:9]1[CH:14]=[CH:13][C:12]([CH2:15][CH2:16][S:17]([O-:20])(=O)=[O:18])=[CH:11][CH:10]=1, predict the reaction product. The product is: [F:8][C:9]1[CH:14]=[CH:13][C:12]([CH2:15][CH2:16][S:17]([Cl:2])(=[O:20])=[O:18])=[CH:11][CH:10]=1. (5) Given the reactants [CH3:1][O:2][C:3]1[CH:8]=[C:7]([N+:9]([O-:11])=[O:10])[CH:6]=[CH:5][C:4]=1[N:12]1[CH2:16][CH2:15][C@@H:14]([OH:17])[CH2:13]1.[CH3:18]N(C=O)C.[H-].[Na+].CI, predict the reaction product. The product is: [CH3:18][O:17][C@@H:14]1[CH2:15][CH2:16][N:12]([C:4]2[CH:5]=[CH:6][C:7]([N+:9]([O-:11])=[O:10])=[CH:8][C:3]=2[O:2][CH3:1])[CH2:13]1. (6) Given the reactants ClCCl.[CH3:4][C:5]1[CH:37]=[CH:36][CH:35]=[CH:34][C:6]=1[CH2:7][O:8][C:9]1[CH:14]=[CH:13][C:12]([S:15]([N:18]2[CH2:23][CH2:22][NH:21][CH:20]([CH3:24])[CH:19]2[C:25]23[O:32][CH2:31][C:28]([CH3:33])([CH2:29][O:30]2)[CH2:27][O:26]3)(=[O:17])=[O:16])=[CH:11][CH:10]=1.[CH3:38][N:39]=[C:40]=[O:41], predict the reaction product. The product is: [CH3:38][NH:39][C:40]([N:21]1[CH2:22][CH2:23][N:18]([S:15]([C:12]2[CH:11]=[CH:10][C:9]([O:8][CH2:7][C:6]3[CH:34]=[CH:35][CH:36]=[CH:37][C:5]=3[CH3:4])=[CH:14][CH:13]=2)(=[O:16])=[O:17])[CH:19]([C:25]23[O:32][CH2:31][C:28]([CH3:33])([CH2:29][O:30]2)[CH2:27][O:26]3)[CH:20]1[CH3:24])=[O:41]. (7) Given the reactants [CH3:1][O:2][C:3](=[O:28])[C:4]1[CH:9]=[CH:8][C:7](/[CH:10]=[CH:11]/[C:12]([C:14]2[CH:19]=[CH:18][C:17]([Cl:20])=[CH:16][C:15]=2[NH:21][C:22]2[CH:27]=[CH:26][CH:25]=[CH:24][N:23]=2)=[O:13])=[CH:6][CH:5]=1.[H][H], predict the reaction product. The product is: [CH3:1][O:2][C:3](=[O:28])[C:4]1[CH:9]=[CH:8][C:7]([CH2:10][CH2:11][C:12]([C:14]2[CH:19]=[CH:18][C:17]([Cl:20])=[CH:16][C:15]=2[NH:21][C:22]2[CH:27]=[CH:26][CH:25]=[CH:24][N:23]=2)=[O:13])=[CH:6][CH:5]=1. (8) The product is: [CH3:9][O:8][C:5]1[N:4]=[CH:3][C:2]([NH:18][C:15]2[CH:16]=[CH:17][C:12]([O:11][CH3:10])=[CH:13][CH:14]=2)=[CH:7][N:6]=1. Given the reactants Br[C:2]1[CH:3]=[N:4][C:5]([O:8][CH3:9])=[N:6][CH:7]=1.[CH3:10][O:11][C:12]1[CH:17]=[CH:16][C:15]([NH2:18])=[CH:14][CH:13]=1, predict the reaction product.